This data is from Forward reaction prediction with 1.9M reactions from USPTO patents (1976-2016). The task is: Predict the product of the given reaction. The product is: [CH3:25][O:26][C:27](=[O:36])[C:28]1[CH:33]=[CH:32][CH:31]=[C:30]([N:34]2[C:5]([C:7]3[C:12](=[O:13])[CH:11]=[CH:10][N:9]([C:14]4[CH:19]=[CH:18][CH:17]=[C:16]([S:20]([CH3:23])(=[O:22])=[O:21])[CH:15]=4)[N:8]=3)=[CH:4][CH:3]=[N:2]2)[CH:29]=1. Given the reactants C[N:2](C)/[CH:3]=[CH:4]/[C:5]([C:7]1[C:12](=[O:13])[CH:11]=[CH:10][N:9]([C:14]2[CH:19]=[CH:18][CH:17]=[C:16]([S:20]([CH3:23])(=[O:22])=[O:21])[CH:15]=2)[N:8]=1)=O.[CH3:25][O:26][C:27](=[O:36])[C:28]1[CH:33]=[CH:32][CH:31]=[C:30]([NH:34]N)[CH:29]=1, predict the reaction product.